From a dataset of Catalyst prediction with 721,799 reactions and 888 catalyst types from USPTO. Predict which catalyst facilitates the given reaction. (1) Reactant: [F:1][C:2]([F:13])([F:12])[C:3]1[N:11]=[CH:10][CH:9]=[CH:8][C:4]=1[C:5]([NH2:7])=O.C(N(CC)CC)C.FC(F)(F)C(OC(=O)C(F)(F)F)=O.C(=O)([O-])O.[Na+]. Product: [F:12][C:2]([F:1])([F:13])[C:3]1[N:11]=[CH:10][CH:9]=[CH:8][C:4]=1[C:5]#[N:7]. The catalyst class is: 452. (2) Reactant: [CH3:1][C:2]1[S:3][C:4]2[C:13]3[N:12]=[C:11]([NH2:14])[N:10]=[CH:9][C:8]=3[CH2:7][CH2:6][C:5]=2[N:15]=1.[C:16]1([S:22](Cl)(=[O:24])=[O:23])[CH:21]=[CH:20][CH:19]=[CH:18][CH:17]=1. Product: [CH3:1][C:2]1[S:3][C:4]2[C:13]3[N:12]=[C:11]([NH:14][S:22]([C:16]4[CH:21]=[CH:20][CH:19]=[CH:18][CH:17]=4)(=[O:24])=[O:23])[N:10]=[CH:9][C:8]=3[CH2:7][CH2:6][C:5]=2[N:15]=1. The catalyst class is: 17. (3) Product: [F:22][C:2]([F:21])([F:1])[C:3]1[CH:4]=[C:5]([C:9]2[CH:10]=[CH:11][C:12]3[N:18]4[CH2:19][C@H:15]([CH2:16][CH2:17]4)[N:14]([C:33]([NH:44][C:45]4[CH:46]=[C:47]([C:51]5[O:55][C:54]([CH2:56][NH:57][C:58](=[O:67])[O:59][CH2:60][C:61]6[CH:66]=[CH:65][CH:64]=[CH:63][CH:62]=6)=[N:53][CH:52]=5)[CH:48]=[CH:49][CH:50]=4)=[O:35])[C:13]=3[N:20]=2)[CH:6]=[CH:7][CH:8]=1. Reactant: [F:1][C:2]([F:22])([F:21])[C:3]1[CH:4]=[C:5]([C:9]2[CH:10]=[CH:11][C:12]3[N:18]4[CH2:19][C@H:15]([CH2:16][CH2:17]4)[NH:14][C:13]=3[N:20]=2)[CH:6]=[CH:7][CH:8]=1.CCN(C(C)C)C(C)C.Cl[C:33](Cl)([O:35]C(=O)OC(Cl)(Cl)Cl)Cl.[NH2:44][C:45]1[CH:46]=[C:47]([C:51]2[O:55][C:54]([CH2:56][NH:57][C:58](=[O:67])[O:59][CH2:60][C:61]3[CH:66]=[CH:65][CH:64]=[CH:63][CH:62]=3)=[N:53][CH:52]=2)[CH:48]=[CH:49][CH:50]=1. The catalyst class is: 2.